Dataset: Forward reaction prediction with 1.9M reactions from USPTO patents (1976-2016). Task: Predict the product of the given reaction. (1) Given the reactants [CH2:1]([N:5]1[C:10]([NH:11][N:12]=[CH:13][C:14]2[C:22]3[C:17](=[CH:18][CH:19]=[C:20]([Cl:23])[CH:21]=3)[NH:16][CH:15]=2)=[CH:9][C:8](=[O:24])[N:7]([CH3:25])[C:6]1=[O:26])[CH:2]([CH3:4])[CH3:3].[O:27]1[CH:31]=[CH:30][C:29]([CH:32]=O)=[N:28]1.N1CCCC[CH2:35]1.O1C=CC=N1, predict the reaction product. The product is: [Cl:23][C:20]1[CH:21]=[C:22]2[C:17](=[CH:18][CH:19]=1)[NH:16][CH:15]=[C:14]2[CH2:13][N:12]1[C:35]([C:30]2[C:29]([CH3:32])=[N:28][O:27][CH:31]=2)=[C:9]2[C:10]([N:5]([CH2:1][CH:2]([CH3:4])[CH3:3])[C:6](=[O:26])[N:7]([CH3:25])[C:8]2=[O:24])=[N:11]1. (2) Given the reactants [C:1]([O:9][CH2:10][CH:11]1[CH2:16][CH2:15][CH:14]([CH2:17][N:18]([CH2:39][C:40]2[CH:45]=[CH:44][CH:43]=[CH:42][CH:41]=2)[S:19]([NH:22][C:23](=[O:38])[C:24]2[CH:29]=[C:28]([C:30]([F:33])([F:32])[F:31])[CH:27]=[C:26]([C:34]([F:37])([F:36])[F:35])[CH:25]=2)(=[O:21])=[O:20])[CH2:13][CH2:12]1)(=[O:8])C1C=CC=CC=1.[CH2:46]([N:53]=C=O)[C:47]1[CH:52]=[CH:51][CH:50]=[CH:49][CH:48]=1.C(Cl)(=O)C1C=CC=CC=1, predict the reaction product. The product is: [CH2:46]([NH:53][C:1](=[O:8])[O:9][CH2:10][CH:11]1[CH2:12][CH2:13][CH:14]([CH2:17][N:18]([CH2:39][C:40]2[CH:41]=[CH:42][CH:43]=[CH:44][CH:45]=2)[S:19]([NH:22][C:23](=[O:38])[C:24]2[CH:25]=[C:26]([C:34]([F:37])([F:36])[F:35])[CH:27]=[C:28]([C:30]([F:32])([F:31])[F:33])[CH:29]=2)(=[O:21])=[O:20])[CH2:15][CH2:16]1)[C:47]1[CH:52]=[CH:51][CH:50]=[CH:49][CH:48]=1.